Dataset: Forward reaction prediction with 1.9M reactions from USPTO patents (1976-2016). Task: Predict the product of the given reaction. (1) Given the reactants [CH3:1][C:2]([O:5][C:6]([N:8]1[C@H:11]([C:12]([OH:14])=O)[CH2:10][CH2:9]1)=[O:7])([CH3:4])[CH3:3].OS(O)(=O)=O.[NH3:20], predict the reaction product. The product is: [C:2]([O:5][C:6]([N:8]1[CH2:9][CH2:10][C@H:11]1[C:12](=[O:14])[NH2:20])=[O:7])([CH3:4])([CH3:3])[CH3:1]. (2) Given the reactants [CH2:1]([N:4]1[C:8]2[C:9]([CH:13]([CH2:16][CH3:17])[CH2:14][CH3:15])=[CH:10][CH:11]=[CH:12][C:7]=2[NH:6][C:5]1=[O:18])[CH:2]=[CH2:3].[Cl:19]N1C(=O)CCC1=O, predict the reaction product. The product is: [CH2:1]([N:4]1[C:8]2[C:9]([CH:13]([CH2:16][CH3:17])[CH2:14][CH3:15])=[CH:10][CH:11]=[C:12]([Cl:19])[C:7]=2[NH:6][C:5]1=[O:18])[CH:2]=[CH2:3]. (3) Given the reactants [C:1]([N:8]([CH3:16])[C@H:9]1[CH2:14][CH2:13][C@H:12]([NH2:15])[CH2:11][CH2:10]1)([O:3][C:4]([CH3:7])([CH3:6])[CH3:5])=[O:2].[CH3:17][O:18][C:19]1[CH:26]=[CH:25][C:24]([C:27]2[CH:32]=[CH:31][N:30]=[C:29]([CH3:33])[CH:28]=2)=[CH:23][C:20]=1[CH:21]=O, predict the reaction product. The product is: [C:4]([O:3][C:1](=[O:2])[N:8]([CH:9]1[CH2:10][CH2:11][CH:12]([NH:15][CH2:21][C:20]2[CH:23]=[C:24]([C:27]3[CH:32]=[CH:31][N:30]=[C:29]([CH3:33])[CH:28]=3)[CH:25]=[CH:26][C:19]=2[O:18][CH3:17])[CH2:13][CH2:14]1)[CH3:16])([CH3:7])([CH3:6])[CH3:5]. (4) Given the reactants O[CH2:2][CH:3]([NH:12][C:13]1[CH:18]=[CH:17][C:16]([S:19]([NH2:22])(=[O:21])=[O:20])=[CH:15][C:14]=1[N+:23]([O-:25])=[O:24])[CH2:4][S:5][C:6]1[CH:11]=[CH:10][CH:9]=[CH:8][CH:7]=1.C(N(CC)C(C)C)(C)C.CS(Cl)(=O)=O.[N-:40]=[N+:41]=[N-:42].[Na+].[I-], predict the reaction product. The product is: [N:40]([CH2:2][CH:3]([NH:12][C:13]1[CH:18]=[CH:17][C:16]([S:19]([NH2:22])(=[O:21])=[O:20])=[CH:15][C:14]=1[N+:23]([O-:25])=[O:24])[CH2:4][S:5][C:6]1[CH:11]=[CH:10][CH:9]=[CH:8][CH:7]=1)=[N+:41]=[N-:42]. (5) Given the reactants [O:1]1CCO[CH:2]1[CH2:6][CH2:7][N:8]1[C:17]2[C:12](=[CH:13][C:14]([F:19])=[C:15]([F:18])[CH:16]=2)[N:11]=[CH:10][C:9]1=[O:20].Cl.C(=O)([O-])O.[Na+], predict the reaction product. The product is: [F:19][C:14]1[CH:13]=[C:12]2[C:17](=[CH:16][C:15]=1[F:18])[N:8]([CH2:7][CH2:6][CH:2]=[O:1])[C:9](=[O:20])[CH:10]=[N:11]2. (6) Given the reactants [CH:1]([N:4]1[C:8]2[CH:9]=[CH:10][CH:11]=[CH:12][C:7]=2[N:6]([CH2:13][C:14]2[N:18]([CH2:19][CH2:20][CH:21]([CH3:23])[CH3:22])[C:17]3[CH:24]=[CH:25][C:26]([C:28]#[N:29])=[CH:27][C:16]=3[N:15]=2)[C:5]1=[O:30])([CH3:3])[CH3:2], predict the reaction product. The product is: [NH2:29][CH2:28][C:26]1[CH:25]=[CH:24][C:17]2[N:18]([CH2:19][CH2:20][CH:21]([CH3:23])[CH3:22])[C:14]([CH2:13][N:6]3[C:7]4[CH:12]=[CH:11][CH:10]=[CH:9][C:8]=4[N:4]([CH:1]([CH3:2])[CH3:3])[C:5]3=[O:30])=[N:15][C:16]=2[CH:27]=1. (7) Given the reactants C(O[C:6](=O)[N:7]([C:9]1[CH:14]=[CH:13][C:12]([C:15]2[CH:16]=[CH:17][C:18]3[C:19]([CH:23]=2)=[N:20][O:21][N:22]=3)=[CH:11][CH:10]=1)C)(C)(C)C.FC(F)(F)C(O)=O, predict the reaction product. The product is: [N:22]1[O:21][N:20]=[C:19]2[CH:23]=[C:15]([C:12]3[CH:11]=[CH:10][C:9]([NH:7][CH3:6])=[CH:14][CH:13]=3)[CH:16]=[CH:17][C:18]=12.